This data is from Full USPTO retrosynthesis dataset with 1.9M reactions from patents (1976-2016). The task is: Predict the reactants needed to synthesize the given product. (1) Given the product [CH3:18][N:14]1[C:15]2[C:11](=[CH:10][C:9]([C:6]3[CH:7]=[CH:8][C:3]([OH:2])=[CH:4][CH:5]=3)=[CH:17][CH:16]=2)[C:12]([CH2:25][CH2:26][CH2:27][CH2:28][CH3:29])=[C:13]1[C:19]1[CH:20]=[CH:21][CH:22]=[CH:23][CH:24]=1, predict the reactants needed to synthesize it. The reactants are: C[O:2][C:3]1[CH:8]=[CH:7][C:6]([C:9]2[CH:10]=[C:11]3[C:15](=[CH:16][CH:17]=2)[N:14]([CH3:18])[C:13]([C:19]2[CH:24]=[CH:23][CH:22]=[CH:21][CH:20]=2)=[C:12]3[CH2:25][CH2:26][CH2:27][CH2:28][CH3:29])=[CH:5][CH:4]=1.B(Br)(Br)Br. (2) The reactants are: F[C:2]1(F)[CH2:4][CH:3]1[CH2:5][N:6]1[CH2:10][CH2:9][N:8]([C:11]2[S:12][C:13]([C:17]([O:19]CC)=[O:18])=[C:14]([CH3:16])[N:15]=2)[C:7]1=[O:22].C1(CN2CCN(C3SC(C(OCC)=O)=C(C)N=3)C2=O)CC1. Given the product [CH:3]1([CH2:5][N:6]2[CH2:10][CH2:9][N:8]([C:11]3[S:12][C:13]([C:17]([OH:19])=[O:18])=[C:14]([CH3:16])[N:15]=3)[C:7]2=[O:22])[CH2:4][CH2:2]1, predict the reactants needed to synthesize it. (3) Given the product [CH3:11][C:9]([C:13]1[CH:14]=[CH:15][C:16]([CH2:17][N:18]2[C:24](=[O:25])[C:23]([C:46]([NH:45][CH2:48][C:49]([OH:51])=[O:50])=[O:47])=[C:27]([OH:28])[N:8]=[C:5]2[CH2:6][CH3:7])=[CH:19][CH:20]=1)([CH3:12])[CH3:10], predict the reactants needed to synthesize it. The reactants are: [Cl-].C[Al+]C.[C:5](#[N:8])[CH2:6][CH3:7].[C:9]([C:13]1[CH:20]=[CH:19][C:16]([CH2:17][NH2:18])=[CH:15][CH:14]=1)([CH3:12])([CH3:11])[CH3:10].C([C:23](CC)([C:27]([O-])=[O:28])[C:24]([O-])=[O:25])C.C[O-].[Na+].Cl.CCN(C(C)C)C(C)C.[N:45]([CH2:48][C:49]([O:51]CC)=[O:50])=[C:46]=[O:47].[OH-].[Na+]. (4) Given the product [C:7]1([OH:10])[CH:8]=[CH:9][CH:4]=[CH:5][CH:6]=1.[NH2:1][C@H:2]([C:11]([OH:13])=[O:12])[CH2:3][C:4]1[CH:5]=[CH:6][C:7]([OH:10])=[CH:8][CH:9]=1, predict the reactants needed to synthesize it. The reactants are: [NH2:1][C@H:2]([C:11]([OH:13])=[O:12])[CH2:3][C:4]1[CH:9]=[CH:8][C:7]([OH:10])=[CH:6][CH:5]=1.CC1C(O)=C(C=O)C(COP(O)(O)=O)=CN=1.C(N(CC(O)=O)CC(O)=O)CN(CC(O)=O)CC(O)=O. (5) The reactants are: [CH3:1][N:2]1[CH:6]=[C:5]([C:7]2[CH:8]=[C:9]3[C:15]([C:16]([NH:18][NH2:19])=[O:17])=[CH:14][NH:13][C:10]3=[N:11][CH:12]=2)[CH:4]=[N:3]1.Cl.[F:21][C:22]1[CH:27]=[CH:26][C:25]([CH:28]([OH:34])[C:29](=N)OCC)=[CH:24][CH:23]=1. Given the product [F:21][C:22]1[CH:27]=[CH:26][C:25]([CH:28]([C:29]2[O:17][C:16]([C:15]3[C:9]4[C:10](=[N:11][CH:12]=[C:7]([C:5]5[CH:4]=[N:3][N:2]([CH3:1])[CH:6]=5)[CH:8]=4)[NH:13][CH:14]=3)=[N:18][N:19]=2)[OH:34])=[CH:24][CH:23]=1, predict the reactants needed to synthesize it. (6) Given the product [CH2:16]([O:15][C@H:5]([C:6]1[CH:11]=[CH:10][C:9]([O:12][CH3:13])=[CH:8][C:7]=1[F:14])[C:4]([OH:18])=[O:3])[CH3:17], predict the reactants needed to synthesize it. The reactants are: C([O:3][C:4](=[O:18])[C@H:5]([O:15][CH2:16][CH3:17])[C:6]1[CH:11]=[CH:10][C:9]([O:12][CH3:13])=[CH:8][C:7]=1[F:14])C.[OH-].[Na+].